This data is from Catalyst prediction with 721,799 reactions and 888 catalyst types from USPTO. The task is: Predict which catalyst facilitates the given reaction. Reactant: [H-].[Na+].I.[N:4]1[C:13]2[C:12]3[CH:14]=[CH:15][CH:16]=[CH:17][C:11]=3[CH2:10][CH2:9][CH2:8][C:7]=2[S:6][C:5]=1[NH2:18].Cl.[C:20](Cl)(=[O:27])[C:21]1[CH:26]=[CH:25][N:24]=[CH:23][CH:22]=1. Product: [N:4]1[C:13]2[C:12]3[CH:14]=[CH:15][CH:16]=[CH:17][C:11]=3[CH2:10][CH2:9][CH2:8][C:7]=2[S:6][C:5]=1[NH:18][C:20](=[O:27])[C:21]1[CH:26]=[CH:25][N:24]=[CH:23][CH:22]=1. The catalyst class is: 7.